The task is: Predict the reactants needed to synthesize the given product.. This data is from Full USPTO retrosynthesis dataset with 1.9M reactions from patents (1976-2016). (1) Given the product [OH:3][CH2:4][C:6]1[CH:7]=[C:8]2[C:12](=[C:13]([N+:15]([O-:17])=[O:16])[CH:14]=1)[NH:11][C:10]([C:18]1[CH:19]=[CH:20][CH:21]=[CH:22][CH:23]=1)=[CH:9]2, predict the reactants needed to synthesize it. The reactants are: C([O:3][C:4]([C:6]1[CH:7]=[C:8]2[C:12](=[C:13]([N+:15]([O-:17])=[O:16])[CH:14]=1)[NH:11][C:10]([C:18]1[CH:23]=[CH:22][CH:21]=[CH:20][CH:19]=1)=[CH:9]2)=O)C.[Li+].[BH4-].O. (2) Given the product [Cl:1][C:2]1[S:6][C:5]([C:7]([NH:23][CH2:22][C:20]2[CH:19]=[N:18][N:17]([C:14]3[CH:15]=[CH:16][C:11]([I:10])=[CH:12][CH:13]=3)[CH:21]=2)=[O:9])=[CH:4][CH:3]=1, predict the reactants needed to synthesize it. The reactants are: [Cl:1][C:2]1[S:6][C:5]([C:7]([OH:9])=O)=[CH:4][CH:3]=1.[I:10][C:11]1[CH:16]=[CH:15][C:14]([N:17]2[CH:21]=[C:20]([CH2:22][NH2:23])[CH:19]=[N:18]2)=[CH:13][CH:12]=1.F[P-](F)(F)(F)(F)F.N1(O[P+](N(C)C)(N(C)C)N(C)C)C2C=CC=CC=2N=N1.O. (3) The reactants are: [CH3:16][C:11]1([CH3:17])[C:12]([CH3:15])([CH3:14])[O:13][B:9]([B:9]2[O:13][C:12]([CH3:15])([CH3:14])[C:11]([CH3:17])([CH3:16])[O:10]2)[O:10]1.C([O-])(=O)C.[K+].I[C:25]1[CH:26]=[N:27][N:28]([CH3:34])[C:29]=1[C:30]([O:32][CH3:33])=[O:31]. Given the product [CH3:34][N:28]1[C:29]([C:30]([O:32][CH3:33])=[O:31])=[C:25]([B:9]2[O:10][C:11]([CH3:16])([CH3:17])[C:12]([CH3:14])([CH3:15])[O:13]2)[CH:26]=[N:27]1, predict the reactants needed to synthesize it. (4) Given the product [CH2:28]([N:5]1[C:6]2[C:11](=[CH:10][CH:9]=[CH:8][CH:7]=2)[C:3]([CH3:2])=[C:4]1[C:12]1[CH:13]=[N:14][CH:15]=[CH:16][CH:17]=1)[C:29]1[CH:34]=[CH:33][CH:32]=[CH:31][CH:30]=1, predict the reactants needed to synthesize it. The reactants are: Cl.[CH3:2][C:3]1[C:11]2[C:6](=[CH:7][CH:8]=[CH:9][CH:10]=2)[NH:5][C:4]=1[C:12]1[CH:13]=[N:14][CH:15]=[CH:16][CH:17]=1.C[Si]([N-][Si](C)(C)C)(C)C.[K+].[CH2:28](Br)[C:29]1[CH:34]=[CH:33][CH:32]=[CH:31][CH:30]=1. (5) Given the product [O:1]1[C:11]2([CH2:12][CH2:13][O:8][CH2:9][CH2:10]2)[O:5][CH2:4][CH:3]([CH2:6][OH:7])[CH2:2]1, predict the reactants needed to synthesize it. The reactants are: [OH:1][CH2:2][CH:3]([CH2:6][OH:7])[CH2:4][OH:5].[O:8]1[CH2:13][CH2:12][C:11](=O)[CH2:10][CH2:9]1.C1C=CC=CC=1. (6) Given the product [OH:29][C@:25]([C:22]1[N:21]=[C:20]([CH3:19])[O:24][N:23]=1)([CH3:26])[C:27]#[C:28][C:2]1[CH:18]=[CH:17][C:5]2[O:6][CH2:7][CH2:8][C:9]3[N:10]([N:11]=[C:12]([C:14]([NH2:16])=[O:15])[CH:13]=3)[C:4]=2[CH:3]=1, predict the reactants needed to synthesize it. The reactants are: I[C:2]1[CH:18]=[CH:17][C:5]2[O:6][CH2:7][CH2:8][C:9]3[N:10]([N:11]=[C:12]([C:14]([NH2:16])=[O:15])[CH:13]=3)[C:4]=2[CH:3]=1.[CH3:19][C:20]1[O:24][N:23]=[C:22]([C@:25]([OH:29])([C:27]#[CH:28])[CH3:26])[N:21]=1. (7) Given the product [C:23]([C:25]1[CH:30]=[C:29]([CH:28]=[CH:27][CH:26]=1)[O:12][C:8]1[CH:7]=[C:6]([CH2:5][CH:4]([NH:13][C:14](=[O:20])[O:15][C:16]([CH3:17])([CH3:18])[CH3:19])[C:3]([N:2]([CH3:1])[CH3:22])=[O:21])[CH:11]=[CH:10][CH:9]=1)#[N:24], predict the reactants needed to synthesize it. The reactants are: [CH3:1][N:2]([CH3:22])[C:3](=[O:21])[CH:4]([NH:13][C:14](=[O:20])[O:15][C:16]([CH3:19])([CH3:18])[CH3:17])[CH2:5][C:6]1[CH:11]=[CH:10][CH:9]=[C:8]([OH:12])[CH:7]=1.[C:23]([C:25]1[CH:26]=[C:27](B(O)O)[CH:28]=[CH:29][CH:30]=1)#[N:24].C(N(CC)CC)C. (8) The reactants are: [CH3:1][O:2][C:3]1[C:8]2[O:9][CH2:10][CH2:11][O:12][C:7]=2[C:6]([C:13](O)([CH3:16])[CH:14]=[CH2:15])=[CH:5][CH:4]=1.[C:18]([O:22][CH2:23][CH3:24])(=[O:21])[CH:19]=[CH2:20].C1(C)C=CC(S([O-])(=O)=O)=CC=1.[NH+]1C=CC=CC=1.C(=O)([O-])O.[Na+]. Given the product [CH2:23]([O:22][C:18]([CH:19]1[CH2:20][CH2:16][C:13]([C:6]2[C:7]3[O:12][CH2:11][CH2:10][O:9][C:8]=3[C:3]([O:2][CH3:1])=[CH:4][CH:5]=2)=[CH:14][CH2:15]1)=[O:21])[CH3:24], predict the reactants needed to synthesize it. (9) Given the product [CH:14]1([CH2:17][NH:13][CH2:12][CH2:11][C:5]2[CH:6]=[C:7]([O:9][CH3:10])[CH:8]=[C:3]([O:2][CH3:1])[CH:4]=2)[CH2:16][CH2:15]1, predict the reactants needed to synthesize it. The reactants are: [CH3:1][O:2][C:3]1[CH:4]=[C:5]([CH2:11][CH2:12][NH2:13])[CH:6]=[C:7]([O:9][CH3:10])[CH:8]=1.[CH:14]1([CH:17]=O)[CH2:16][CH2:15]1. (10) The reactants are: [OH:1][CH2:2][C:3]1([NH:8][C:9]([C:11]2[C:12]3[CH2:13][C@H:14]4[CH2:27][C@H:15]4[C:16]=3[N:17]([C:19]3[CH:24]=[CH:23][C:22]([F:25])=[CH:21][C:20]=3[F:26])[N:18]=2)=[O:10])[CH2:7][CH2:6][CH2:5][CH2:4]1.CC(OI1(OC(C)=O)(OC(C)=O)OC(=O)C2C=CC=CC1=2)=O. Given the product [O:1]=[C:2]1[CH2:5][CH2:6][CH2:7][C:3]1([NH:8][C:9]([C:11]1[C:12]2[CH2:13][C@H:14]3[CH2:27][C@H:15]3[C:16]=2[N:17]([C:19]2[CH:24]=[CH:23][C:22]([F:25])=[CH:21][C:20]=2[F:26])[N:18]=1)=[O:10])[CH3:4], predict the reactants needed to synthesize it.